This data is from CYP2D6 inhibition data for predicting drug metabolism from PubChem BioAssay. The task is: Regression/Classification. Given a drug SMILES string, predict its absorption, distribution, metabolism, or excretion properties. Task type varies by dataset: regression for continuous measurements (e.g., permeability, clearance, half-life) or binary classification for categorical outcomes (e.g., BBB penetration, CYP inhibition). Dataset: cyp2d6_veith. (1) The compound is COc1ccc(COC(=O)N/N=C2/C[C@@H](O)[C@@H](O)[C@H]3[C@@H]2CC[C@@H]2C(=O)N(C[C@@H]4CCCO4)C(=O)[C@H]23)cc1. The result is 0 (non-inhibitor). (2) The drug is O=C(O)c1nn(-c2ccccc2)ccc1=O. The result is 0 (non-inhibitor). (3) The drug is NC(=S)NCCC[C@@H](N)C(=O)O. The result is 0 (non-inhibitor). (4) The molecule is O=C(Nc1cccnc1)c1ccc(COc2cc(Cl)ccc2Cl)o1. The result is 1 (inhibitor). (5) The drug is N#Cc1cccc(-c2nc3cnc(N4CCOCC4)nc3n(C3CC3)c2=O)c1. The result is 0 (non-inhibitor).